From a dataset of Reaction yield outcomes from USPTO patents with 853,638 reactions. Predict the reaction yield, written as a fraction of the theoretical maximum amount of product (1.0 means a 100% yield; for example, 0.34 means a 34% yield). (1) The reactants are [Cl:1][C:2]1[C:3]([F:42])=[C:4]([C@@H:8]2[C@:12]([C:15]3[CH:20]=[CH:19][C:18]([Cl:21])=[CH:17][C:16]=3[F:22])([C:13]#[N:14])[C@H:11]([CH2:23][C:24]([CH3:27])([CH3:26])[CH3:25])[NH:10][C@H:9]2[C:28]([NH:30][C:31]2[CH:39]=[CH:38][C:34]([C:35]([OH:37])=[O:36])=[CH:33][C:32]=2[O:40][CH3:41])=[O:29])[CH:5]=[CH:6][CH:7]=1.[OH:43][CH2:44][CH:45]([CH2:48]O)[CH2:46][OH:47].[H-].[Na+]. The catalyst is O1CCCC1. The product is [Cl:1][C:2]1[C:3]([F:42])=[C:4]([C@@H:8]2[C@:12]([C:15]3[CH:20]=[CH:19][C:18]([Cl:21])=[CH:17][C:16]=3[F:22])([C:13]#[N:14])[C@H:11]([CH2:23][C:24]([CH3:26])([CH3:27])[CH3:25])[NH:10][C@H:9]2[C:28]([NH:30][C:31]2[CH:39]=[CH:38][C:34]([C:35]([O:37][CH2:48][CH:45]([CH2:46][OH:47])[CH2:44][OH:43])=[O:36])=[CH:33][C:32]=2[O:40][CH3:41])=[O:29])[CH:5]=[CH:6][CH:7]=1. The yield is 0.500. (2) The catalyst is CN(C=O)C. The yield is 0.550. The product is [CH3:20][N:17]1[C:18](=[O:19])[N:13]2[CH:12]=[N:11][C:10]([C:2]3[N:1]([CH3:23])[C:5]4[CH:6]=[CH:7][CH:8]=[CH:9][C:4]=4[N:3]=3)=[C:14]2[N:15]=[N:16]1. The reactants are [NH:1]1[C:5]2[CH:6]=[CH:7][CH:8]=[CH:9][C:4]=2[N:3]=[C:2]1[C:10]1[N:11]=[CH:12][N:13]2[C:18](=[O:19])[N:17]([CH3:20])[N:16]=[N:15][C:14]=12.[H-].[Na+].[CH3:23]I. (3) The reactants are [CH:1]([C:3]1[CH:4]=[N:5][N:6]([CH3:19])[C:7]=1[C:8]1[CH:9]=[C:10]([C:15]([O:17][CH3:18])=[O:16])[S:11][C:12]=1[CH2:13][CH3:14])=[CH2:2]. The catalyst is CO.[Pd]. The product is [CH2:13]([C:12]1[S:11][C:10]([C:15]([O:17][CH3:18])=[O:16])=[CH:9][C:8]=1[C:7]1[N:6]([CH3:19])[N:5]=[CH:4][C:3]=1[CH2:1][CH3:2])[CH3:14]. The yield is 0.950. (4) The reactants are [S:1]1[CH:5]=[CH:4][CH:3]=[C:2]1[C:6](Cl)=[O:7].[C:9]([O:13][C:14]([N:16]1[CH2:21][CH2:20][NH:19][CH2:18][CH2:17]1)=[O:15])([CH3:12])([CH3:11])[CH3:10]. The catalyst is CN(C1C=CN=CC=1)C.N1C=CC=CC=1. The product is [C:9]([O:13][C:14]([N:16]1[CH2:21][CH2:20][N:19]([C:6]([C:2]2[S:1][CH:5]=[CH:4][CH:3]=2)=[O:7])[CH2:18][CH2:17]1)=[O:15])([CH3:12])([CH3:10])[CH3:11]. The yield is 0.880. (5) The reactants are [F:1][C:2]([F:15])([F:14])[O:3][C:4]1[CH:13]=[CH:12][C:7]2[N:8]=[C:9]([NH2:11])[S:10][C:6]=2[CH:5]=1.C(N=C=NCCCN(C)C)C.ON1C2C=CC=CC=2N=N1.[CH3:37][O:38][C:39]1[CH:49]=[CH:48][C:47](/[CH:50]=[CH:51]/[C:52](=[O:65])[C:53]2[CH:58]=[C:57]([O:59][CH3:60])[C:56]([O:61][CH3:62])=[C:55]([O:63][CH3:64])[CH:54]=2)=[CH:46][C:40]=1[O:41][CH2:42][C:43](O)=[O:44]. The catalyst is ClCCl.O. The product is [F:15][C:2]([F:1])([F:14])[O:3][C:4]1[CH:13]=[CH:12][C:7]2[N:8]=[C:9]([NH:11][C:43](=[O:44])[CH2:42][O:41][C:40]3[CH:46]=[C:47](/[CH:50]=[CH:51]/[C:52](=[O:65])[C:53]4[CH:54]=[C:55]([O:63][CH3:64])[C:56]([O:61][CH3:62])=[C:57]([O:59][CH3:60])[CH:58]=4)[CH:48]=[CH:49][C:39]=3[O:38][CH3:37])[S:10][C:6]=2[CH:5]=1. The yield is 0.800. (6) The reactants are [N+:1]([C:4]1[C:5]([NH2:16])=[N:6][CH:7]=[CH:8][C:9]=1[C:10]1[CH:15]=[CH:14][CH:13]=[CH:12][N:11]=1)([O-])=O. The catalyst is CO.[Pd]. The product is [N:11]1[CH:12]=[CH:13][CH:14]=[CH:15][C:10]=1[C:9]1[CH:8]=[CH:7][N:6]=[C:5]([NH2:16])[C:4]=1[NH2:1]. The yield is 0.798.